The task is: Predict which catalyst facilitates the given reaction.. This data is from Catalyst prediction with 721,799 reactions and 888 catalyst types from USPTO. (1) Reactant: [CH3:1][C:2]1[C:8]([C:9]([O:11][CH3:12])=[O:10])=[C:7]([CH3:13])O[C:4](=[O:5])[CH:3]=1.Cl.[NH2:15][NH2:16]. Product: [CH3:12][O:11][C:9]([C:8]1[C:2]([CH3:1])=[CH:3][C:4](=[O:5])[N:15]([NH2:16])[C:7]=1[CH3:13])=[O:10]. The catalyst class is: 8. (2) Reactant: [NH:1]1[C:9]2[CH2:8][CH2:7][CH2:6][CH2:5][C:4]=2[C:3]([C:10]([O:12][CH2:13][CH3:14])=[O:11])=[N:2]1.Br[CH2:16][C:17]([O:19][C:20]([CH3:23])([CH3:22])[CH3:21])=[O:18].C(=O)([O-])[O-].[K+].[K+]. Product: [C:20]([O:19][C:17](=[O:18])[CH2:16][N:1]1[C:9]2[CH2:8][CH2:7][CH2:6][CH2:5][C:4]=2[C:3]([C:10]([O:12][CH2:13][CH3:14])=[O:11])=[N:2]1)([CH3:23])([CH3:22])[CH3:21]. The catalyst class is: 23. (3) Reactant: Br[C:2]1[CH:11]=[N:10][CH:9]=[CH:8][C:3]=1[C:4]([O:6][CH3:7])=[O:5].[F:12][C:13]1[CH:20]=[CH:19][C:16]([CH2:17][NH2:18])=[CH:15][CH:14]=1.CC1(C)C2C(=C(P(C3C=CC=CC=3)C3C=CC=CC=3)C=CC=2)OC2C(P(C3C=CC=CC=3)C3C=CC=CC=3)=CC=CC1=2.C(=O)([O-])[O-].[Cs+].[Cs+]. The catalyst class is: 62. Product: [F:12][C:13]1[CH:20]=[CH:19][C:16]([CH2:17][NH:18][C:2]2[CH:11]=[N:10][CH:9]=[CH:8][C:3]=2[C:4]([O:6][CH3:7])=[O:5])=[CH:15][CH:14]=1. (4) Reactant: [NH2:1][C:2]1[CH:3]=[CH:4][C:5]([C:9]2[O:13][N:12]=[C:11]([C:14]3[C:19]([CH3:20])=[CH:18][CH:17]=[CH:16][N:15]=3)[N:10]=2)=[C:6]([OH:8])[CH:7]=1.[C:21](OC(=O)C)(=[O:23])[CH3:22].C(N(C(C)C)CC)(C)C. Product: [OH:8][C:6]1[CH:7]=[C:2]([NH:1][C:21](=[O:23])[CH3:22])[CH:3]=[CH:4][C:5]=1[C:9]1[O:13][N:12]=[C:11]([C:14]2[C:19]([CH3:20])=[CH:18][CH:17]=[CH:16][N:15]=2)[N:10]=1. The catalyst class is: 9. (5) Reactant: [ClH:1].C(OC([NH:9][CH2:10][CH2:11][O:12][C:13]1[CH:17]=[N:16][S:15][N:14]=1)=O)(C)(C)C. Product: [ClH:1].[NH2:9][CH2:10][CH2:11][O:12][C:13]1[CH:17]=[N:16][S:15][N:14]=1. The catalyst class is: 12.